From a dataset of Forward reaction prediction with 1.9M reactions from USPTO patents (1976-2016). Predict the product of the given reaction. (1) Given the reactants [N:1]1[CH:6]=[C:5](B(O)O)[CH:4]=[N:3][CH:2]=1.Br[C:11]1[C:12]([F:20])=[CH:13][C:14]([F:19])=[C:15]([CH:18]=1)[CH:16]=[O:17].C(=O)([O-])[O-].[Cs+].[Cs+], predict the reaction product. The product is: [F:19][C:14]1[CH:13]=[C:12]([F:20])[C:11]([C:5]2[CH:6]=[N:1][CH:2]=[N:3][CH:4]=2)=[CH:18][C:15]=1[CH:16]=[O:17]. (2) Given the reactants Cl.Cl.CCOCC.Cl.Cl.[F:10][C:11]1[CH:12]=[C:13]2[C:17](=[CH:18][CH:19]=1)[NH:16][CH:15]=[C:14]2[CH2:20][CH2:21][CH2:22][N:23]([CH2:38][CH2:39][CH3:40])[CH:24]1[CH2:37][O:36][C:35]2[C:26](=[C:27]3[C:32](=[CH:33][CH:34]=2)[N:31]=[CH:30][CH:29]=[CH:28]3)[CH2:25]1, predict the reaction product. The product is: [F:10][C:11]1[CH:12]=[C:13]2[C:17](=[CH:18][CH:19]=1)[NH:16][CH:15]=[C:14]2[CH2:20][CH2:21][CH2:22][N:23]([CH2:38][CH2:39][CH3:40])[CH:24]1[CH2:37][O:36][C:35]2[C:26](=[C:27]3[C:32](=[CH:33][CH:34]=2)[N:31]=[CH:30][CH:29]=[CH:28]3)[CH2:25]1. (3) Given the reactants [O:1]=[C:2]1[NH:11][C:10]2[N:9]=[CH:8][C:7]([CH:12]=[CH:13][C:14]([OH:16])=O)=[CH:6][C:5]=2[CH2:4][CH2:3]1.[Cl:17][C:18]1[C:22]2[CH:23]=[CH:24][CH:25]=[CH:26][C:21]=2[O:20][C:19]=1[CH2:27][NH:28][CH3:29], predict the reaction product. The product is: [Cl:17][C:18]1[C:22]2[CH:23]=[CH:24][CH:25]=[CH:26][C:21]=2[O:20][C:19]=1[CH2:27][N:28]([CH3:29])[C:14](=[O:16])/[CH:13]=[CH:12]/[C:7]1[CH:8]=[N:9][C:10]2[NH:11][C:2](=[O:1])[CH2:3][CH2:4][C:5]=2[CH:6]=1.